Dataset: Catalyst prediction with 721,799 reactions and 888 catalyst types from USPTO. Task: Predict which catalyst facilitates the given reaction. (1) Reactant: [NH3:1].CO.[CH2:4]([O:6][C:7](OCC)=[CH:8][C:9](=[O:14])[C:10]([F:13])([F:12])[F:11])[CH3:5]. Product: [NH2:1]/[C:7](/[O:6][CH2:4][CH3:5])=[CH:8]\[C:9](=[O:14])[C:10]([F:13])([F:12])[F:11]. The catalyst class is: 10. (2) Product: [F:10][CH2:26][C:25]1([C:24]2[CH:23]=[CH:22][CH:21]=[CH:20][N:15]=2)[CH2:5][CH2:4][N:3]([C:44]([NH:43][C:40]2[CH:39]=[CH:38][C:37]([C:36]([F:46])([F:47])[F:35])=[CH:42][CH:41]=2)=[O:45])[CH2:1][CH2:2]1. Reactant: [CH2:1]([N:3](S(F)(F)F)[CH2:4][CH3:5])[CH3:2].[F-:10].C([N+:15]([CH2:24][CH2:25][CH2:26]C)([CH2:20][CH2:21][CH2:22][CH3:23])CCCC)CCC.C(N(CC)CC)C.[F:35][C:36]([F:47])([F:46])[C:37]1[CH:42]=[CH:41][C:40]([N:43]=[C:44]=[O:45])=[CH:39][CH:38]=1. The catalyst class is: 84.